From a dataset of Full USPTO retrosynthesis dataset with 1.9M reactions from patents (1976-2016). Predict the reactants needed to synthesize the given product. (1) Given the product [ClH:27].[ClH:27].[N:1]1([CH2:7][CH2:8][N:9]2[CH2:14][CH2:13][S:12][C:11]3[CH:15]=[C:16]([NH:19][C:20]([C:22]4[S:23][CH:24]=[CH:25][CH:26]=4)=[NH:21])[CH:17]=[CH:18][C:10]2=3)[CH2:6][CH2:5][CH2:4][CH2:3][CH2:2]1, predict the reactants needed to synthesize it. The reactants are: [N:1]1([CH2:7][CH2:8][N:9]2[CH2:14][CH2:13][S:12][C:11]3[CH:15]=[C:16]([NH:19][C:20]([C:22]4[S:23][CH:24]=[CH:25][CH:26]=4)=[NH:21])[CH:17]=[CH:18][C:10]2=3)[CH2:6][CH2:5][CH2:4][CH2:3][CH2:2]1.[ClH:27]. (2) Given the product [CH3:1][O:2][C:3](=[O:24])[CH2:4][CH2:5][CH2:6][O:7][C:8]1[C:16]2[O:15][C:14]([NH:17][CH:18]3[CH2:19][CH2:20][N:21]([CH2:31][C:30]4[CH:33]=[CH:34][C:35]([O:36][CH3:37])=[C:28]([O:27][CH2:25][CH3:26])[CH:29]=4)[CH2:22][CH2:23]3)=[N:13][C:12]=2[CH:11]=[CH:10][CH:9]=1, predict the reactants needed to synthesize it. The reactants are: [CH3:1][O:2][C:3](=[O:24])[CH2:4][CH2:5][CH2:6][O:7][C:8]1[C:16]2[O:15][C:14]([NH:17][CH:18]3[CH2:23][CH2:22][NH:21][CH2:20][CH2:19]3)=[N:13][C:12]=2[CH:11]=[CH:10][CH:9]=1.[CH2:25]([O:27][C:28]1[CH:29]=[C:30]([CH:33]=[CH:34][C:35]=1[O:36][CH3:37])[CH:31]=O)[CH3:26].C([BH3-])#N.[Na+].C(N(C(C)C)C(C)C)C. (3) Given the product [CH3:1][Si:2]([CH3:19])([CH3:18])[CH2:3][CH2:4][O:5][CH2:6][N:7]1[C:11]2[CH:12]=[CH:13][CH:14]=[CH:15][C:10]=2[N:9]=[C:8]1[CH2:16][NH:20][CH:21]1[C:30]2[N:29]=[CH:28][CH:27]=[CH:26][C:25]=2[CH2:24][CH2:23][CH2:22]1, predict the reactants needed to synthesize it. The reactants are: [CH3:1][Si:2]([CH3:19])([CH3:18])[CH2:3][CH2:4][O:5][CH2:6][N:7]1[C:11]2[CH:12]=[CH:13][CH:14]=[CH:15][C:10]=2[N:9]=[C:8]1[CH:16]=O.[NH2:20][CH:21]1[C:30]2[N:29]=[CH:28][CH:27]=[CH:26][C:25]=2[CH2:24][CH2:23][CH2:22]1. (4) Given the product [Cl:26][C:21]1[CH:20]=[C:19]([CH:24]=[C:23]([Cl:25])[CH:22]=1)[O:18][CH2:17][CH2:16][N:11]([S:12]([CH3:15])(=[O:13])=[O:14])[CH2:10][CH2:9][CH2:8][CH2:7][CH2:6][CH2:5][C:4]([OH:27])=[O:3], predict the reactants needed to synthesize it. The reactants are: C([O:3][C:4](=[O:27])[CH2:5][CH2:6][CH2:7][CH2:8][CH2:9][CH2:10][N:11]([CH2:16][CH2:17][O:18][C:19]1[CH:24]=[C:23]([Cl:25])[CH:22]=[C:21]([Cl:26])[CH:20]=1)[S:12]([CH3:15])(=[O:14])=[O:13])C.[OH-].[Na+]. (5) Given the product [C:1]([O:5][C:6](=[O:53])[N:7]([CH2:9][CH2:10][NH:11][C:12]([NH:14][C:15]1[CH:20]=[CH:19][C:18]([C:21]2[CH:22]=[C:23]3[C:29]([C:30]4[CH:35]=[CH:34][CH:33]=[CH:32][C:31]=4[O:36][CH3:37])=[CH:28][NH:27][C:24]3=[N:25][CH:26]=2)=[CH:17][C:16]=1[C:48](=[O:52])[N:49]([CH3:50])[CH3:51])=[O:13])[CH3:8])([CH3:2])([CH3:4])[CH3:3], predict the reactants needed to synthesize it. The reactants are: [C:1]([O:5][C:6](=[O:53])[N:7]([CH2:9][CH2:10][NH:11][C:12]([NH:14][C:15]1[CH:20]=[CH:19][C:18]([C:21]2[CH:22]=[C:23]3[C:29]([C:30]4[CH:35]=[CH:34][CH:33]=[CH:32][C:31]=4[O:36][CH3:37])=[CH:28][N:27](S(C4C=CC(C)=CC=4)(=O)=O)[C:24]3=[N:25][CH:26]=2)=[CH:17][C:16]=1[C:48](=[O:52])[N:49]([CH3:51])[CH3:50])=[O:13])[CH3:8])([CH3:4])([CH3:3])[CH3:2].[OH-].[K+]. (6) Given the product [Br:1][C:2]1[C:3]([CH3:16])=[CH:4][C:5]([N:9]2[C:10]([CH3:15])([CH3:14])[C:11](=[O:13])[NH:19][C:18]2=[O:17])=[CH:6][C:7]=1[CH3:8], predict the reactants needed to synthesize it. The reactants are: [Br:1][C:2]1[C:7]([CH3:8])=[CH:6][C:5]([NH:9][C:10]([CH3:15])([CH3:14])[C:11]([OH:13])=O)=[CH:4][C:3]=1[CH3:16].[O-:17][C:18]#[N:19].[Na+].C(=O)([O-])O.[Na+].[OH-].[Na+]. (7) Given the product [C:1]([O:5][C:6](=[O:23])[NH:7][C@@H:8]([C:10]1[CH:15]=[CH:14][C:13]([NH:16][S:25]([CH3:24])(=[O:27])=[O:26])=[C:12]([C:17]#[C:18][Si:19]([CH3:21])([CH3:20])[CH3:22])[CH:11]=1)[CH3:9])([CH3:4])([CH3:3])[CH3:2], predict the reactants needed to synthesize it. The reactants are: [C:1]([O:5][C:6](=[O:23])[NH:7][C@@H:8]([C:10]1[CH:15]=[CH:14][C:13]([NH2:16])=[C:12]([C:17]#[C:18][Si:19]([CH3:22])([CH3:21])[CH3:20])[CH:11]=1)[CH3:9])([CH3:4])([CH3:3])[CH3:2].[CH3:24][S:25](O[S:25]([CH3:24])(=[O:27])=[O:26])(=[O:27])=[O:26].N1C=CC=CC=1. (8) Given the product [CH3:19][S:16]([C:13]1[CH:14]=[CH:15][C:10]([C:6]2[C:5]3[N:4]([N:3]=[C:2]([NH:29][CH2:28][CH2:27][C:23]4[CH:22]=[N:21][CH:26]=[CH:25][CH:24]=4)[N:20]=3)[CH:9]=[CH:8][CH:7]=2)=[CH:11][CH:12]=1)(=[O:18])=[O:17], predict the reactants needed to synthesize it. The reactants are: Cl[C:2]1[N:20]=[C:5]2[C:6]([C:10]3[CH:15]=[CH:14][C:13]([S:16]([CH3:19])(=[O:18])=[O:17])=[CH:12][CH:11]=3)=[CH:7][CH:8]=[CH:9][N:4]2[N:3]=1.[N:21]1[CH:26]=[CH:25][CH:24]=[C:23]([CH2:27][CH2:28][NH2:29])[CH:22]=1. (9) The reactants are: [CH3:1][C:2]1([CH3:12])[O:7][CH2:6][C:5]([C:9](=[O:11])[CH3:10])([CH3:8])[CH2:4][O:3]1.[H-].[Na+].[C:15](OC)(=[O:20])[C:16]([O:18][CH3:19])=[O:17].[Cl-].[NH4+]. Given the product [O:20]=[C:15]([CH2:10][C:9](=[O:11])[C:5]1([CH3:8])[CH2:4][O:3][C:2]([CH3:12])([CH3:1])[O:7][CH2:6]1)[C:16]([O:18][CH3:19])=[O:17], predict the reactants needed to synthesize it. (10) Given the product [C:1]([C:3]([CH3:29])([CH:8]([C:19]1[CH:24]=[CH:23][CH:22]=[CH:21][C:20]=1[O:25][CH3:26])[C:9]1[C:18]2[C:13](=[CH:14][CH:15]=[CH:16][CH:17]=2)[N:12]=[CH:11][CH:10]=1)[C:4]([OH:6])=[O:5])#[N:2], predict the reactants needed to synthesize it. The reactants are: [C:1](/[C:3](=[C:8](\[C:19]1[CH:24]=[CH:23][CH:22]=[CH:21][C:20]=1[O:25][CH3:26])/[C:9]1[C:18]2[C:13](=[CH:14][CH:15]=[CH:16][CH:17]=2)[N:12]=[CH:11][CH:10]=1)/[C:4]([O:6]C)=[O:5])#[N:2].[OH-].[Na+].[CH3:29]O.